This data is from Catalyst prediction with 721,799 reactions and 888 catalyst types from USPTO. The task is: Predict which catalyst facilitates the given reaction. (1) Reactant: [Si]([O:8][CH2:9][C@@:10]1([C:44]2[CH:49]=[CH:48][CH:47]=[CH:46][CH:45]=2)[CH:14]=[C:13]([C:15]2[CH:20]=[C:19]([F:21])[CH:18]=[CH:17][C:16]=2[F:22])[CH2:12][N:11]1[C:23]([N:25]([CH3:43])[C@H:26]1[CH2:31][CH2:30][N:29](C(OCC2C=CC=CC=2)=O)[CH2:28][C@H:27]1[F:42])=[O:24])(C(C)(C)C)(C)C.C1CC=CCC=1. Product: [F:22][C:16]1[CH:17]=[CH:18][C:19]([F:21])=[CH:20][C:15]=1[C:13]1[CH2:12][N:11]([C:23]([N:25]([C@H:26]2[CH2:31][CH2:30][NH:29][CH2:28][C@H:27]2[F:42])[CH3:43])=[O:24])[C@:10]([CH2:9][OH:8])([C:44]2[CH:49]=[CH:48][CH:47]=[CH:46][CH:45]=2)[CH:14]=1. The catalyst class is: 50. (2) Reactant: [NH2:1][CH:2]1[N:8]=[C:7]([C:9]2[CH:10]=[N:11][CH:12]=[CH:13][CH:14]=2)[C:6]2[CH:15]=[C:16]([Cl:19])[CH:17]=[CH:18][C:5]=2[N:4]([CH3:20])[C:3]1=[O:21].[C:22](=S)=[S:23].CCN=C=NCCCN(C)C.CCN(CC)CC. Product: [Cl:19][C:16]1[CH:17]=[CH:18][C:5]2[N:4]([CH3:20])[C:3](=[O:21])[CH:2]([N:1]=[C:22]=[S:23])[N:8]=[C:7]([C:9]3[CH:10]=[N:11][CH:12]=[CH:13][CH:14]=3)[C:6]=2[CH:15]=1. The catalyst class is: 1. (3) Reactant: [CH:1]([O:4][C:5]1[CH:12]=[CH:11][CH:10]=[C:9]([CH2:13][CH2:14][CH2:15][CH2:16][CH2:17][CH2:18][CH2:19][CH2:20][CH2:21][CH2:22][CH2:23][CH2:24][CH2:25][CH2:26][CH3:27])[C:6]=1[CH:7]=O)([CH3:3])[CH3:2].[C:28]([O:34][CH3:35])(=[O:33])[CH2:29][C:30]([CH3:32])=O.[C:36]([OH:39])(=[O:38])[CH3:37].[NH:40]1CCC[CH2:42][CH2:41]1.[CH3:46]C=CC(ONC)=O. Product: [CH:1]([O:4][C:5]1[CH:12]=[CH:11][CH:10]=[C:9]([CH2:13][CH2:14][CH2:15][CH2:16][CH2:17][CH2:18][CH2:19][CH2:20][CH2:21][CH2:22][CH2:23][CH2:24][CH2:25][CH2:26][CH3:27])[C:6]=1[CH:7]1[C:29]([C:28]([O:34][CH3:35])=[O:33])=[C:30]([CH3:32])[NH:40][C:41]([CH3:42])=[C:37]1[C:36]([O:39][CH3:46])=[O:38])([CH3:3])[CH3:2]. The catalyst class is: 51. (4) Reactant: [CH3:1][O:2][C:3]1[CH:8]=[CH:7][C:6]([CH3:9])=[CH:5][C:4]=1[OH:10].[Br:11][CH2:12][CH2:13][CH2:14]Br.[OH-].C([N+](CCCC)(CCCC)CCCC)CCC.[OH-].[K+]. Product: [Br:11][CH2:12][CH2:13][CH2:14][O:10][C:4]1[CH:5]=[C:6]([CH3:9])[CH:7]=[CH:8][C:3]=1[O:2][CH3:1]. The catalyst class is: 28. (5) Reactant: [CH2:1]([O:8][C:9]1[CH:14]=[CH:13][C:12]([CH2:15][C@H:16]([N:22]([CH2:30][C:31]2[CH:36]=[CH:35][CH:34]=[CH:33][CH:32]=2)[CH2:23][C:24]2[CH:29]=[CH:28][CH:27]=[CH:26][CH:25]=2)[C:17](=[O:21])[CH2:18][C:19]#[N:20])=[CH:11][CH:10]=1)[C:2]1[CH:7]=[CH:6][CH:5]=[CH:4][CH:3]=1.[CH2:37]([Mg]Br)[C:38]1[CH:43]=[CH:42][CH:41]=[CH:40][CH:39]=1. Product: [NH2:20][C:19]([CH2:37][C:38]1[CH:43]=[CH:42][CH:41]=[CH:40][CH:39]=1)=[CH:18][C:17](=[O:21])[C@@H:16]([N:22]([CH2:23][C:24]1[CH:25]=[CH:26][CH:27]=[CH:28][CH:29]=1)[CH2:30][C:31]1[CH:32]=[CH:33][CH:34]=[CH:35][CH:36]=1)[CH2:15][C:12]1[CH:13]=[CH:14][C:9]([O:8][CH2:1][C:2]2[CH:3]=[CH:4][CH:5]=[CH:6][CH:7]=2)=[CH:10][CH:11]=1. The catalyst class is: 1. (6) Reactant: N(C(OCC)=O)=N[C:3](OCC)=[O:4].[Cl:13][C:14]1[CH:33]=[CH:32][C:17]([NH:18][C:19]2[C:28]3[C:23](=[CH:24][C:25]([OH:31])=[C:26](OC)[CH:27]=3)[N:22]=[CH:21][N:20]=2)=[C:16]([F:34])[CH:15]=1.C1(P(C2C=CC=CC=2)C2C=CC=CC=2)C=CC=CC=1.O[CH2:55][CH2:56][N:57]1[CH2:62][CH2:61][O:60][CH2:59][C:58]1=[O:63]. Product: [ClH:13].[Cl:13][C:14]1[CH:33]=[CH:32][C:17]([NH:18][C:19]2([O:4][CH3:3])[C:28]3[C:23](=[CH:24][C:25]([O:31][CH2:55][CH2:56][N:57]4[CH2:62][CH2:61][O:60][CH2:59][C:58]4=[O:63])=[CH:26][CH:27]=3)[N:22]=[CH:21][NH:20]2)=[C:16]([F:34])[CH:15]=1. The catalyst class is: 168. (7) Reactant: I[C:2]1[C:10]2[C:5](=[CH:6][CH:7]=[C:8]([CH:11]([CH3:13])[CH3:12])[CH:9]=2)[N:4]([CH3:14])[N:3]=1.C([Mg]Cl)(C)C.[CH2:20]([Sn:24]([CH2:30][CH2:31][CH2:32][CH3:33])([CH2:26][CH2:27][CH2:28][CH3:29])Cl)[CH2:21][CH2:22][CH3:23]. Product: [CH:11]([C:8]1[CH:9]=[C:10]2[C:5](=[CH:6][CH:7]=1)[N:4]([CH3:14])[N:3]=[C:2]2[Sn:24]([CH2:26][CH2:27][CH2:28][CH3:29])([CH2:30][CH2:31][CH2:32][CH3:33])[CH2:20][CH2:21][CH2:22][CH3:23])([CH3:13])[CH3:12]. The catalyst class is: 1. (8) Reactant: [F:1][C:2]1[CH:3]=[C:4](Br)[CH:5]=[CH:6][C:7]=1[F:8].[Mg].[CH3:11]I.[Cl-].[NH4+]. Product: [F:1][C:2]1[C:7]([F:8])=[CH:6][CH:5]=[CH:4][C:3]=1[CH3:11]. The catalyst class is: 804.